From a dataset of Catalyst prediction with 721,799 reactions and 888 catalyst types from USPTO. Predict which catalyst facilitates the given reaction. (1) Reactant: [F:1][C:2]1[C:7]([O:8][CH3:9])=[CH:6][C:5]([O:10][CH3:11])=[C:4]([F:12])[C:3]=1[C:13]1[N:18]=[C:17]2[NH:19][N:20]=[C:21](I)[C:16]2=[CH:15][N:14]=1.CC1(C)C(C)(C)OB([C:31]2[CH:40]=[C:39]3[C:34]([CH2:35][CH2:36][N:37]([C:41]([O:43][C:44]([CH3:47])([CH3:46])[CH3:45])=[O:42])[CH2:38]3)=[CH:33][CH:32]=2)O1.ClCCl.P([O-])([O-])([O-])=O.[K+].[K+].[K+]. Product: [F:1][C:2]1[C:7]([O:8][CH3:9])=[CH:6][C:5]([O:10][CH3:11])=[C:4]([F:12])[C:3]=1[C:13]1[N:18]=[C:17]2[NH:19][N:20]=[C:21]([C:31]3[CH:40]=[C:39]4[C:34]([CH2:35][CH2:36][N:37]([C:41]([O:43][C:44]([CH3:47])([CH3:46])[CH3:45])=[O:42])[CH2:38]4)=[CH:33][CH:32]=3)[C:16]2=[CH:15][N:14]=1. The catalyst class is: 38. (2) Reactant: [C:1]([NH:4][CH2:5][C@@H:6]1[O:10][C:9](=[O:11])[N:8]([C:12]2[CH:17]=[CH:16][C:15]([NH2:18])=[C:14]([F:19])[CH:13]=2)[CH2:7]1)(=O)[CH3:2].COC1C=CC(P2(SP(C3C=CC(OC)=CC=3)(=S)S2)=[S:29])=CC=1. Product: [C:1]([NH:4][CH2:5][C@@H:6]1[O:10][C:9](=[O:11])[N:8]([C:12]2[CH:17]=[CH:16][C:15]([NH2:18])=[C:14]([F:19])[CH:13]=2)[CH2:7]1)(=[S:29])[CH3:2]. The catalyst class is: 12.